From a dataset of Catalyst prediction with 721,799 reactions and 888 catalyst types from USPTO. Predict which catalyst facilitates the given reaction. (1) Reactant: FC(F)(F)C(O)=O.C([SiH](CC)CC)C.[C:15]([C:19]1[C:29]([CH:30](O)[C:31]2[N:36]=[C:35]([C:37]([O:39][CH3:40])=[O:38])[CH:34]=[CH:33][CH:32]=2)=[C:22]2[CH:23]=[CH:24][C:25]([O:27][CH3:28])=[CH:26][N:21]2[N:20]=1)([CH3:18])([CH3:17])[CH3:16].C(=O)(O)[O-].[Na+]. Product: [C:15]([C:19]1[C:29]([CH2:30][C:31]2[N:36]=[C:35]([C:37]([O:39][CH3:40])=[O:38])[CH:34]=[CH:33][CH:32]=2)=[C:22]2[CH:23]=[CH:24][C:25]([O:27][CH3:28])=[CH:26][N:21]2[N:20]=1)([CH3:18])([CH3:16])[CH3:17]. The catalyst class is: 4. (2) Reactant: [C:1]1(P(C2C=CC=CC=2)C2C=CC=CC=2)C=CC=CC=1.C(Br)(Br)(Br)Br.[CH:25]([C:28]1[CH:35]=[C:34]([CH:36]([CH3:38])[CH3:37])[CH:33]=[C:32]([CH:39]([CH3:41])[CH3:40])[C:29]=1[CH:30]=O)([CH3:27])[CH3:26]. Product: [CH:25]([C:28]1[CH:35]=[C:34]([CH:36]([CH3:38])[CH3:37])[CH:33]=[C:32]([CH:39]([CH3:41])[CH3:40])[C:29]=1[C:30]#[CH:1])([CH3:27])[CH3:26]. The catalyst class is: 4. (3) Reactant: [CH3:1][N:2]1[C:6]([C:7]2[CH:12]=[C:11]([CH:13]=[CH2:14])[CH:10]=[C:9]([N+:15]([O-])=O)[CH:8]=2)=[N:5][N:4]=[N:3]1. Product: [CH2:13]([C:11]1[CH:10]=[C:9]([CH:8]=[C:7]([C:6]2[N:2]([CH3:1])[N:3]=[N:4][N:5]=2)[CH:12]=1)[NH2:15])[CH3:14]. The catalyst class is: 105. (4) Reactant: [NH2:1][C:2]1[N:7]=[C:6]([N:8]2[C@H:13]([CH3:14])[CH2:12][CH2:11][C@H:10]([C:15](O)=[O:16])[CH2:9]2)[CH:5]=[C:4]([C:18]2[CH:23]=[CH:22][C:21]([C:24]#[N:25])=[C:20]([F:26])[CH:19]=2)[N:3]=1.CN(C(ON1N=NC2C=CC=NC1=2)=[N+](C)C)C.F[P-](F)(F)(F)(F)F.CCN(C(C)C)C(C)C.[CH3:60][O:61][C:62]1[CH:67]=[CH:66][CH:65]=[CH:64][C:63]=1[CH2:68][NH2:69]. Product: [NH2:1][C:2]1[N:7]=[C:6]([N:8]2[C@H:13]([CH3:14])[CH2:12][CH2:11][C@H:10]([C:15]([NH:69][CH2:68][C:63]3[CH:64]=[CH:65][CH:66]=[CH:67][C:62]=3[O:61][CH3:60])=[O:16])[CH2:9]2)[CH:5]=[C:4]([C:18]2[CH:23]=[CH:22][C:21]([C:24]#[N:25])=[C:20]([F:26])[CH:19]=2)[N:3]=1. The catalyst class is: 173.